Dataset: Reaction yield outcomes from USPTO patents with 853,638 reactions. Task: Predict the reaction yield, written as a fraction of the theoretical maximum amount of product (1.0 means a 100% yield; for example, 0.34 means a 34% yield). (1) The reactants are [C:1]([O:5][C:6](=[O:39])[NH:7][CH2:8][CH2:9][CH:10]([N:12]1[CH2:17][CH2:16][CH:15]([N:18]2[C@H:22]([C:23]3[CH:28]=[CH:27][CH:26]=[CH:25][CH:24]=3)[CH2:21][N:20]([C:29]3[CH:34]=[CH:33][CH:32]=[CH:31][C:30]=3[N+:35]([O-])=O)[C:19]2=[O:38])[CH2:14][CH2:13]1)[CH3:11])([CH3:4])([CH3:3])[CH3:2]. The yield is 0.940. The product is [C:1]([O:5][C:6](=[O:39])[NH:7][CH2:8][CH2:9][CH:10]([N:12]1[CH2:13][CH2:14][CH:15]([N:18]2[C@H:22]([C:23]3[CH:24]=[CH:25][CH:26]=[CH:27][CH:28]=3)[CH2:21][N:20]([C:29]3[CH:34]=[CH:33][CH:32]=[CH:31][C:30]=3[NH2:35])[C:19]2=[O:38])[CH2:16][CH2:17]1)[CH3:11])([CH3:2])([CH3:3])[CH3:4]. The catalyst is CO.[Pd]. (2) The reactants are [CH3:1][O:2][C:3]1[CH:4]=[C:5]2[C:10](=[CH:11][C:12]=1[O:13][CH3:14])[CH:9]=[N:8][C:7]([C:15]([NH:17][C:18]1[NH:22][C:21]3[CH:23]=[C:24]([O:30][CH2:31][CH3:32])[CH:25]=[C:26]([C:27]([OH:29])=O)[C:20]=3[N:19]=1)=[O:16])=[CH:6]2.CN(C(ON1N=NC2C=CC=CC1=2)=[N+](C)C)C.F[P-](F)(F)(F)(F)F.CCN(C(C)C)C(C)C.S(O)(O)(=O)=O.[NH2:71][C:72]1[NH:73][CH:74]=[CH:75][N:76]=1. The yield is 0.470. The catalyst is CN(C=O)C.[Cl-].[Na+].O. The product is [CH2:31]([O:30][C:24]1[CH:25]=[C:26]([C:27](=[O:29])[NH:71][C:72]2[NH:73][CH:74]=[CH:75][N:76]=2)[C:20]2[NH:19][C:18]([NH:17][C:15]([C:7]3[N:8]=[CH:9][C:10]4[C:5]([CH:6]=3)=[CH:4][C:3]([O:2][CH3:1])=[C:12]([O:13][CH3:14])[CH:11]=4)=[O:16])=[N:22][C:21]=2[CH:23]=1)[CH3:32].